Dataset: NCI-60 drug combinations with 297,098 pairs across 59 cell lines. Task: Regression. Given two drug SMILES strings and cell line genomic features, predict the synergy score measuring deviation from expected non-interaction effect. (1) Drug 1: C1=CC(=C2C(=C1NCCNCCO)C(=O)C3=C(C=CC(=C3C2=O)O)O)NCCNCCO. Drug 2: C1C(C(OC1N2C=NC3=C2NC=NCC3O)CO)O. Cell line: SF-268. Synergy scores: CSS=35.7, Synergy_ZIP=-0.675, Synergy_Bliss=-3.62, Synergy_Loewe=-39.0, Synergy_HSA=-3.54. (2) Drug 1: CC1=C(C(CCC1)(C)C)C=CC(=CC=CC(=CC(=O)O)C)C. Drug 2: C(CCl)NC(=O)N(CCCl)N=O. Cell line: HCT116. Synergy scores: CSS=13.5, Synergy_ZIP=-1.72, Synergy_Bliss=-0.628, Synergy_Loewe=2.01, Synergy_HSA=4.04. (3) Drug 1: C1CC(=O)NC(=O)C1N2C(=O)C3=CC=CC=C3C2=O. Drug 2: C1CCC(C(C1)N)N.C(=O)(C(=O)[O-])[O-].[Pt+4]. Cell line: 786-0. Synergy scores: CSS=4.45, Synergy_ZIP=-9.09, Synergy_Bliss=-15.1, Synergy_Loewe=-19.0, Synergy_HSA=-13.8. (4) Drug 2: CC1=C2C(C(=O)C3(C(CC4C(C3C(C(C2(C)C)(CC1OC(=O)C(C(C5=CC=CC=C5)NC(=O)OC(C)(C)C)O)O)OC(=O)C6=CC=CC=C6)(CO4)OC(=O)C)O)C)O. Drug 1: C1CN1P(=S)(N2CC2)N3CC3. Cell line: DU-145. Synergy scores: CSS=24.0, Synergy_ZIP=1.17, Synergy_Bliss=2.34, Synergy_Loewe=1.06, Synergy_HSA=0.303. (5) Drug 1: CC1=C(C=C(C=C1)NC(=O)C2=CC=C(C=C2)CN3CCN(CC3)C)NC4=NC=CC(=N4)C5=CN=CC=C5. Drug 2: CCN(CC)CCCC(C)NC1=C2C=C(C=CC2=NC3=C1C=CC(=C3)Cl)OC. Cell line: SK-MEL-5. Synergy scores: CSS=3.41, Synergy_ZIP=-0.204, Synergy_Bliss=2.90, Synergy_Loewe=-1.51, Synergy_HSA=1.07. (6) Drug 1: CN1CCC(CC1)COC2=C(C=C3C(=C2)N=CN=C3NC4=C(C=C(C=C4)Br)F)OC. Drug 2: COC1=C2C(=CC3=C1OC=C3)C=CC(=O)O2. Cell line: K-562. Synergy scores: CSS=42.0, Synergy_ZIP=1.75, Synergy_Bliss=1.39, Synergy_Loewe=-36.6, Synergy_HSA=0.657. (7) Drug 1: CC(C1=C(C=CC(=C1Cl)F)Cl)OC2=C(N=CC(=C2)C3=CN(N=C3)C4CCNCC4)N. Drug 2: CC1=C2C(C(=O)C3(C(CC4C(C3C(C(C2(C)C)(CC1OC(=O)C(C(C5=CC=CC=C5)NC(=O)C6=CC=CC=C6)O)O)OC(=O)C7=CC=CC=C7)(CO4)OC(=O)C)O)C)OC(=O)C. Cell line: TK-10. Synergy scores: CSS=30.2, Synergy_ZIP=1.08, Synergy_Bliss=5.74, Synergy_Loewe=-1.71, Synergy_HSA=4.54. (8) Drug 1: C1CCN(CC1)CCOC2=CC=C(C=C2)C(=O)C3=C(SC4=C3C=CC(=C4)O)C5=CC=C(C=C5)O. Drug 2: CC(C)(C#N)C1=CC(=CC(=C1)CN2C=NC=N2)C(C)(C)C#N. Cell line: HS 578T. Synergy scores: CSS=-0.675, Synergy_ZIP=2.01, Synergy_Bliss=4.63, Synergy_Loewe=-1.99, Synergy_HSA=-1.23. (9) Drug 1: C1CCN(CC1)CCOC2=CC=C(C=C2)C(=O)C3=C(SC4=C3C=CC(=C4)O)C5=CC=C(C=C5)O. Drug 2: COC1=C(C=C2C(=C1)N=CN=C2NC3=CC(=C(C=C3)F)Cl)OCCCN4CCOCC4. Cell line: SK-MEL-28. Synergy scores: CSS=43.7, Synergy_ZIP=0.596, Synergy_Bliss=3.50, Synergy_Loewe=2.70, Synergy_HSA=2.61.